Dataset: Reaction yield outcomes from USPTO patents with 853,638 reactions. Task: Predict the reaction yield, written as a fraction of the theoretical maximum amount of product (1.0 means a 100% yield; for example, 0.34 means a 34% yield). (1) The reactants are [H-].[Na+].[O:3]1[C:7]2[CH:8]=[CH:9][CH:10]=[CH:11][C:6]=2[NH:5][C:4]1=[O:12].[CH3:13]I. The catalyst is O1CCCC1.C(O)C. The product is [CH3:13][N:5]1[C:6]2[CH:11]=[CH:10][CH:9]=[CH:8][C:7]=2[O:3][C:4]1=[O:12]. The yield is 0.820. (2) The reactants are [C:1]([O:5][C:6]([NH:8][C@@H:9]([CH2:13][C:14]1[CH:19]=[CH:18][C:17]([N+:20]([O-:22])=[O:21])=[CH:16][CH:15]=1)[C:10]([OH:12])=O)=[O:7])([CH3:4])([CH3:3])[CH3:2].C(N(CC)CC)C.ClC(OCC(C)C)=O.[N+:38](=[CH2:40])=[N-:39]. The catalyst is C1COCC1.CCOCC. The product is [C:1]([O:5][C:6](=[O:7])[NH:8][C@@H:9]([CH2:13][C:14]1[CH:19]=[CH:18][C:17]([N+:20]([O-:22])=[O:21])=[CH:16][CH:15]=1)[C:10](=[O:12])[CH:40]=[N+:38]=[N-:39])([CH3:2])([CH3:3])[CH3:4]. The yield is 0.820. (3) The reactants are [CH2:1]([O:4][C:5]1[CH:10]=[CH:9][C:8]([C:11]2[O:15][N:14]=[C:13]([C:16]3[CH:17]=[CH:18][C:19]4[O:23][C:22]([C:24]5([NH:32]C(=O)OC(C)(C)C)[CH2:29][O:28]C(C)(C)[O:26][CH2:25]5)=[CH:21][C:20]=4[CH:40]=3)[N:12]=2)=[CH:7][C:6]=1[O:41][CH3:42])[CH2:2][CH3:3].ClC1C=C(C2ON=C(C3C=CC4OC(C5(NC(=O)OC(C)(C)C)COC(C)(C)OC5)=CC=4C=3)N=2)C=CC=1OCCC. No catalyst specified. The product is [NH2:32][C:24]([C:22]1[O:23][C:19]2[CH:18]=[CH:17][C:16]([C:13]3[N:12]=[C:11]([C:8]4[CH:9]=[CH:10][C:5]([O:4][CH2:1][CH2:2][CH3:3])=[C:6]([O:41][CH3:42])[CH:7]=4)[O:15][N:14]=3)=[CH:40][C:20]=2[CH:21]=1)([CH2:25][OH:26])[CH2:29][OH:28]. The yield is 0.570.